This data is from Peptide-MHC class II binding affinity with 134,281 pairs from IEDB. The task is: Regression. Given a peptide amino acid sequence and an MHC pseudo amino acid sequence, predict their binding affinity value. This is MHC class II binding data. (1) The peptide sequence is TDAATLAQEAGNFER. The MHC is DRB1_1201 with pseudo-sequence DRB1_1201. The binding affinity (normalized) is 0.155. (2) The peptide sequence is TVMAPDKPSLDISLE. The MHC is DRB1_1101 with pseudo-sequence DRB1_1101. The binding affinity (normalized) is 0.409. (3) The peptide sequence is EKKYFAATQIEPLAA. The MHC is HLA-DPA10301-DPB10402 with pseudo-sequence HLA-DPA10301-DPB10402. The binding affinity (normalized) is 0.831. (4) The peptide sequence is IFSQNMNIKLQMPLY. The MHC is DRB1_1201 with pseudo-sequence DRB1_1201. The binding affinity (normalized) is 0.635.